Dataset: Forward reaction prediction with 1.9M reactions from USPTO patents (1976-2016). Task: Predict the product of the given reaction. (1) Given the reactants Br[C:2]1[CH:3]=[C:4]([N:8]2[CH2:13][CH2:12][CH:11]([NH:14][C:15](=[O:21])[O:16][C:17]([CH3:20])([CH3:19])[CH3:18])[CH2:10][CH2:9]2)[CH:5]=[CH:6][CH:7]=1.[B:22]1([B:22]2[O:26][C:25]([CH3:28])([CH3:27])[C:24]([CH3:30])([CH3:29])[O:23]2)[O:26][C:25]([CH3:28])([CH3:27])[C:24]([CH3:30])([CH3:29])[O:23]1.C(Cl)Cl.C([O-])(=O)C, predict the reaction product. The product is: [CH3:29][C:24]1([CH3:30])[C:25]([CH3:28])([CH3:27])[O:26][B:22]([C:2]2[CH:3]=[C:4]([N:8]3[CH2:13][CH2:12][CH:11]([NH:14][C:15](=[O:21])[O:16][C:17]([CH3:20])([CH3:19])[CH3:18])[CH2:10][CH2:9]3)[CH:5]=[CH:6][CH:7]=2)[O:23]1. (2) Given the reactants Br[C:2]1[N:7]=[CH:6][C:5]([C:8]([N:10]2[CH2:15][CH2:14][N:13]([C:16]3[C:21]([CH3:22])=[CH:20][C:19]([CH3:23])=[CH:18][N:17]=3)[CH2:12][CH2:11]2)=[O:9])=[CH:4][CH:3]=1.[O:24]=[C:25]1[NH:29][C@H:28]([CH2:30][O:31]C(=O)C2C=CC=CC=2)[CH2:27][O:26]1, predict the reaction product. The product is: [CH3:22][C:21]1[C:16]([N:13]2[CH2:14][CH2:15][N:10]([C:8]([C:5]3[CH:4]=[CH:3][C:2]([N:29]4[C@H:28]([CH2:30][OH:31])[CH2:27][O:26][C:25]4=[O:24])=[N:7][CH:6]=3)=[O:9])[CH2:11][CH2:12]2)=[N:17][CH:18]=[C:19]([CH3:23])[CH:20]=1. (3) Given the reactants [CH3:1][N:2]([CH3:16])[S:3]([CH:6]([C:8]([C:10]1[CH:15]=[CH:14][CH:13]=[CH:12][CH:11]=1)=[O:9])[CH3:7])(=[O:5])=[O:4].[C:17](=O)([O-])[O-].[K+].[K+].CI, predict the reaction product. The product is: [CH3:16][N:2]([CH3:1])[S:3]([C:6]([C:8]([C:10]1[CH:15]=[CH:14][CH:13]=[CH:12][CH:11]=1)=[O:9])([CH3:17])[CH3:7])(=[O:4])=[O:5]. (4) Given the reactants [Cl:1][C:2]1[CH:8]=[C:7](Br)[CH:6]=[C:5]([Cl:10])[C:3]=1[NH2:4].[CH3:11][O:12][C:13]1[CH:14]=[C:15](B(O)O)[CH:16]=[CH:17][CH:18]=1, predict the reaction product. The product is: [Cl:1][C:2]1[CH:8]=[C:7]([C:17]2[CH:16]=[CH:15][CH:14]=[C:13]([O:12][CH3:11])[CH:18]=2)[CH:6]=[C:5]([Cl:10])[C:3]=1[NH2:4].